Dataset: Full USPTO retrosynthesis dataset with 1.9M reactions from patents (1976-2016). Task: Predict the reactants needed to synthesize the given product. (1) Given the product [Cl:59][C:5]1[CH:6]=[C:7]([CH:31]=[CH:32][CH:33]=1)[O:8][C:9]1[CH:10]=[C:11]2[C:15](=[CH:16][CH:17]=1)[N:14]([C:18]1[CH:23]=[CH:22][C:21]([O:24][CH:25]([CH3:27])[CH3:26])=[CH:20][CH:19]=1)[C:13]([C:28]([OH:30])=[O:29])=[CH:12]2, predict the reactants needed to synthesize it. The reactants are: C(O[C:5]1[CH:6]=[C:7]([CH:31]=[CH:32][CH:33]=1)[O:8][C:9]1[CH:10]=[C:11]2[C:15](=[CH:16][CH:17]=1)[N:14]([C:18]1[CH:23]=[CH:22][C:21]([O:24][CH:25]([CH3:27])[CH3:26])=[CH:20][CH:19]=1)[C:13]([C:28]([OH:30])=[O:29])=[CH:12]2)(C)C.C(OC(C1N(C2C=CC(OC(C)C)=CC=2)C2C(C=1)=CC(O)=CC=2)=O)C.[Cl:59]C1C=C(B(O)O)C=CC=1. (2) Given the product [CH3:10][C:8]1[O:9][C:5]([C:3]2[N:29]=[C:27]([NH:26][C:18]3[CH:19]=[C:20]([CH:24]=[CH:25][C:17]=3[O:16][CH:13]([CH3:15])[CH3:14])[C:21]([NH2:23])=[O:22])[S:28][CH:2]=2)=[C:6]([CH3:11])[N:7]=1, predict the reactants needed to synthesize it. The reactants are: Br[CH2:2][C:3]([C:5]1[O:9][C:8]([CH3:10])=[N:7][C:6]=1[CH3:11])=O.Br.[CH:13]([O:16][C:17]1[CH:25]=[CH:24][C:20]([C:21]([NH2:23])=[O:22])=[CH:19][C:18]=1[NH:26][C:27]([NH2:29])=[S:28])([CH3:15])[CH3:14].N.CO. (3) The reactants are: Cl[O-].[Na+].[OH:4][C:5]1[C:14]([CH3:15])=[CH:13][CH:12]=[CH:11][C:6]=1[C:7]([O:9]C)=[O:8].[Na+].[I-:17].[OH-].[Na+].[Na+].[Cl-]. Given the product [OH:4][C:5]1[C:14]([CH3:15])=[CH:13][C:12]([I:17])=[CH:11][C:6]=1[C:7]([OH:9])=[O:8], predict the reactants needed to synthesize it.